Dataset: Reaction yield outcomes from USPTO patents with 853,638 reactions. Task: Predict the reaction yield, written as a fraction of the theoretical maximum amount of product (1.0 means a 100% yield; for example, 0.34 means a 34% yield). (1) The reactants are Br[CH2:2][C:3]1[CH:8]=[CH:7][C:6]([Cl:9])=[C:5]([O:10][CH3:11])[CH:4]=1.[C-:12]#[N:13].[Na+]. The catalyst is C(O)C. The product is [Cl:9][C:6]1[CH:7]=[CH:8][C:3]([CH2:2][C:12]#[N:13])=[CH:4][C:5]=1[O:10][CH3:11]. The yield is 0.480. (2) The reactants are [NH:1]1[CH2:4][CH2:3][C:2]1=[O:5].C([O-])([O-])=O.[K+].[K+].[C@@H]1(N)CCCC[C@H]1N.Br[C:21]1[CH:26]=[CH:25][C:24]([O:27][CH3:28])=[CH:23][CH:22]=1. The catalyst is [Cu]I.O1CCOCC1. The product is [CH3:28][O:27][C:24]1[CH:25]=[CH:26][C:21]([N:1]2[CH2:4][CH2:3][C:2]2=[O:5])=[CH:22][CH:23]=1. The yield is 0.590. (3) The reactants are [Br:1][C:2]1[CH:19]=[CH:18][CH:17]=[CH:16][C:3]=1[O:4][CH2:5][C:6]1[CH:15]=[CH:14][C:9]([C:10]([O:12]C)=[O:11])=[CH:8][CH:7]=1.[OH-].[Na+].CO. The catalyst is O. The product is [Br:1][C:2]1[CH:19]=[CH:18][CH:17]=[CH:16][C:3]=1[O:4][CH2:5][C:6]1[CH:15]=[CH:14][C:9]([C:10]([OH:12])=[O:11])=[CH:8][CH:7]=1. The yield is 0.920. (4) The reactants are C[O:2][C:3](=[O:23])[C:4]([CH3:22])([N:6]1[CH2:11][CH2:10][N:9]([C:12]2[CH:17]=[CH:16][C:15]([C:18]([F:21])([F:20])[F:19])=[CH:14][N:13]=2)[CH2:8][CH2:7]1)[CH3:5].[OH-].[K+]. The catalyst is O1CCOCC1. The product is [CH3:22][C:4]([N:6]1[CH2:7][CH2:8][N:9]([C:12]2[CH:17]=[CH:16][C:15]([C:18]([F:20])([F:21])[F:19])=[CH:14][N:13]=2)[CH2:10][CH2:11]1)([CH3:5])[C:3]([OH:23])=[O:2]. The yield is 0.900. (5) The reactants are [C:1](=[O:4])([O-])[O-].[K+].[K+].F[C:8](F)(F)[C:9](O)=O.[CH3:14][CH:15]([O:17][C:18]1[CH:25]=[CH:24][C:23]([C:26]2[O:30][N:29]=[C:28]([C:31]3[C:32]([CH3:41])=[C:33]4[C:38](=[CH:39][CH:40]=3)[CH2:37][NH:36][CH2:35][CH2:34]4)[N:27]=2)=[CH:22][C:19]=1[C:20]#[N:21])[CH3:16]. The catalyst is CN(C=O)C.C(OCC)(=O)C. The product is [CH3:16][CH:15]([O:17][C:18]1[CH:25]=[CH:24][C:23]([C:26]2[O:30][N:29]=[C:28]([C:31]3[C:32]([CH3:41])=[C:33]4[C:38](=[CH:39][CH:40]=3)[CH2:37][N:36]([CH2:8][CH2:9][O:4][CH3:1])[CH2:35][CH2:34]4)[N:27]=2)=[CH:22][C:19]=1[C:20]#[N:21])[CH3:14]. The yield is 0.710. (6) The reactants are C([N:5]1[CH:9]=[C:8]([S:10]([F:15])([F:14])([F:13])([F:12])[F:11])[C:7]([CH2:16][CH2:17][C:18]2[CH:23]=[CH:22][CH:21]=[CH:20][CH:19]=2)=[C:6]1[C:24]([O:26][CH3:27])=[O:25])(C)(C)C. The catalyst is C(S(O)(=O)=O)(F)(F)F.C(Cl)Cl. The product is [F:14][S:10]([F:11])([F:12])([F:13])([F:15])[C:8]1[C:7]([CH2:16][CH2:17][C:18]2[CH:23]=[CH:22][CH:21]=[CH:20][CH:19]=2)=[C:6]([C:24]([O:26][CH3:27])=[O:25])[NH:5][CH:9]=1. The yield is 0.780. (7) The reactants are [OH-].[K+].Cl.Cl[CH2:5][CH2:6][N:7]1[CH2:12][CH2:11][O:10][CH2:9][CH2:8]1.[CH3:13][C:14]1[NH:18][C:17]2[S:19][CH:20]=[CH:21][C:16]=2[CH:15]=1. The catalyst is O.CS(C)=O. The product is [CH3:13][C:14]1[N:18]([CH2:5][CH2:6][N:7]2[CH2:12][CH2:11][O:10][CH2:9][CH2:8]2)[C:17]2[S:19][CH:20]=[CH:21][C:16]=2[CH:15]=1. The yield is 0.810.